From a dataset of Reaction yield outcomes from USPTO patents with 853,638 reactions. Predict the reaction yield, written as a fraction of the theoretical maximum amount of product (1.0 means a 100% yield; for example, 0.34 means a 34% yield). The reactants are CC1(C)CCCC(C)(C)N1.C([Li])CCC.[F:16][C:17]([F:28])([F:27])[C:18]1[CH:26]=[CH:25][C:21]([C:22]([OH:24])=[O:23])=[CH:20][N:19]=1.[Cl:29]C(Cl)(Cl)C(Cl)(Cl)Cl.[Cl-].[NH4+]. The catalyst is O1CCCC1. The product is [Cl:29][C:25]1[C:21]([C:22]([OH:24])=[O:23])=[CH:20][N:19]=[C:18]([C:17]([F:16])([F:27])[F:28])[CH:26]=1. The yield is 0.800.